This data is from Full USPTO retrosynthesis dataset with 1.9M reactions from patents (1976-2016). The task is: Predict the reactants needed to synthesize the given product. (1) The reactants are: [NH:1]1[CH2:6][CH2:5][CH:4]([C:7]([O:9][CH3:10])=[O:8])[CH2:3][CH2:2]1.C(N(CC)CC)C.[CH3:18][N:19]([CH3:23])[C:20](Cl)=[O:21]. Given the product [CH3:18][N:19]([CH3:23])[C:20]([N:1]1[CH2:6][CH2:5][CH:4]([C:7]([O:9][CH3:10])=[O:8])[CH2:3][CH2:2]1)=[O:21], predict the reactants needed to synthesize it. (2) The reactants are: [Cl:1][C:2]1[CH:7]=[CH:6][CH:5]=[CH:4][C:3]=1[C:8]1[C:12]([C:13]([O:15]C)=[O:14])=[CH:11][N:10]([C:17]2[CH:22]=[CH:21][N:20]=[C:19]([Cl:23])[CH:18]=2)[N:9]=1.[OH-].[Na+]. Given the product [Cl:1][C:2]1[CH:7]=[CH:6][CH:5]=[CH:4][C:3]=1[C:8]1[C:12]([C:13]([OH:15])=[O:14])=[CH:11][N:10]([C:17]2[CH:22]=[CH:21][N:20]=[C:19]([Cl:23])[CH:18]=2)[N:9]=1, predict the reactants needed to synthesize it. (3) Given the product [CH3:2][C:3]1[CH:7]=[CH:6][S:5][C:4]=1[CH2:8][O:9][CH:10]1[CH2:11][N:12]([C:58](=[O:59])/[CH:57]=[CH:56]/[C:51]2[CH:50]=[C:49]3[C:54](=[N:53][CH:52]=2)[NH:55][C:46](=[O:45])[CH2:47][CH2:48]3)[CH2:13]1, predict the reactants needed to synthesize it. The reactants are: Cl.[CH3:2][C:3]1[CH:7]=[CH:6][S:5][C:4]=1[CH2:8][O:9][CH:10]1[CH2:13][NH:12][CH2:11]1.CCN=C=NCCCN(C)C.C1C=CC2N(O)N=NC=2C=1.C(N(C(C)C)CC)(C)C.Cl.[O:45]=[C:46]1[NH:55][C:54]2[N:53]=[CH:52][C:51](/[CH:56]=[CH:57]/[C:58](O)=[O:59])=[CH:50][C:49]=2[CH2:48][CH2:47]1. (4) Given the product [CH:24]([N:10]1[C:11]([O:13][C:14]2[CH:15]=[CH:16][C:17]([C:20]([F:21])([F:23])[F:22])=[CH:18][CH:19]=2)=[CH:12][C:8]([C:4]2[CH:3]=[C:2]([C:46]3([NH:45][S:43]([C:40]([CH3:39])([CH3:41])[CH3:42])=[O:44])[CH2:49][O:48][CH2:47]3)[CH:7]=[CH:6][CH:5]=2)=[N:9]1)=[CH2:25], predict the reactants needed to synthesize it. The reactants are: Br[C:2]1[CH:3]=[C:4]([C:8]2[CH:12]=[C:11]([O:13][C:14]3[CH:19]=[CH:18][C:17]([C:20]([F:23])([F:22])[F:21])=[CH:16][CH:15]=3)[N:10]([CH2:24][CH2:25]O[Si](C(C)(C)C)(C)C)[N:9]=2)[CH:5]=[CH:6][CH:7]=1.[Li]CCCC.[CH3:39][C:40]([S:43]([N:45]=[C:46]1[CH2:49][O:48][CH2:47]1)=[O:44])([CH3:42])[CH3:41]. (5) Given the product [Cl:1][C:2]1[C:3]([C:22]2[N:23]([CH:28]([CH3:30])[CH3:29])[C:24]([CH3:27])=[N:25][CH:26]=2)=[N:4][C:5]([NH:8][CH:9]2[CH2:10][CH2:11][NH:12][CH2:13][CH2:14]2)=[N:6][CH:7]=1, predict the reactants needed to synthesize it. The reactants are: [Cl:1][C:2]1[C:3]([C:22]2[N:23]([CH:28]([CH3:30])[CH3:29])[C:24]([CH3:27])=[N:25][CH:26]=2)=[N:4][C:5]([NH:8][CH:9]2[CH2:14][CH2:13][N:12](C(OC(C)(C)C)=O)[CH2:11][CH2:10]2)=[N:6][CH:7]=1.Cl.C([O-])(O)=O.[Na+]. (6) Given the product [ClH:19].[Cl:19][C:15]1[CH:14]=[C:13]([C:10]2[C:6]3[N:7]=[CH:8][S:9][C:5]=3[CH:4]=[C:3]([CH2:2][C:25]3[CH:24]=[N:23][C:22]([O:21][CH3:20])=[CH:27][CH:26]=3)[C:11]=2[F:12])[CH:18]=[CH:17][CH:16]=1, predict the reactants needed to synthesize it. The reactants are: Br[CH2:2][C:3]1[C:11]([F:12])=[C:10]([C:13]2[CH:18]=[CH:17][CH:16]=[C:15]([Cl:19])[CH:14]=2)[C:6]2[N:7]=[CH:8][S:9][C:5]=2[CH:4]=1.[CH3:20][O:21][C:22]1[CH:27]=[CH:26][C:25](B(O)O)=[CH:24][N:23]=1.COCCOC.